Dataset: Reaction yield outcomes from USPTO patents with 853,638 reactions. Task: Predict the reaction yield, written as a fraction of the theoretical maximum amount of product (1.0 means a 100% yield; for example, 0.34 means a 34% yield). (1) The reactants are Br[C:2]1[CH:24]=[N:23][C:5]2[N:6]([CH3:22])[C:7](=[O:21])[N:8]([CH2:11][CH2:12][CH2:13][O:14][CH:15]3[CH2:20][CH2:19][CH2:18][CH2:17][O:16]3)[C:9](=[O:10])[C:4]=2[C:3]=1C(C1C=CC(Cl)=CC=1)O.[CH3:34][C:35]1([CH3:51])[C:39]([CH3:41])([CH3:40])[O:38][B:37]([B:37]2[O:38][C:39]([CH3:41])([CH3:40])[C:35]([CH3:51])([CH3:34])[O:36]2)[O:36]1.CC(O[K])=O. The catalyst is O1CCOCC1.C1C=CC(P(C2C=CC=CC=2)[C-]2C=CC=C2)=CC=1.C1C=CC(P(C2C=CC=CC=2)[C-]2C=CC=C2)=CC=1.Cl[Pd]Cl.[Fe+2]. The product is [CH3:22][N:6]1[C:5]2[N:23]=[CH:24][C:2]([B:37]3[O:38][C:39]([CH3:41])([CH3:40])[C:35]([CH3:51])([CH3:34])[O:36]3)=[CH:3][C:4]=2[C:9](=[O:10])[N:8]([CH2:11][CH2:12][CH2:13][O:14][CH:15]2[CH2:20][CH2:19][CH2:18][CH2:17][O:16]2)[C:7]1=[O:21]. The yield is 1.00. (2) The reactants are [Cl:1][C:2]1[CH:8]=[C:7]([O:9][C:10]2[C:19]3[C:14](=[CH:15][C:16]([O:22][CH3:23])=[C:17]([O:20][CH3:21])[CH:18]=3)[N:13]=[CH:12][N:11]=2)[CH:6]=[CH:5][C:3]=1[NH2:4].C(N(CC)CC)C.ClC(Cl)(O[C:35](=[O:41])OC(Cl)(Cl)Cl)Cl.[CH:43]([N:46]([CH:50]([CH3:52])[CH3:51])[CH2:47][CH2:48][NH2:49])([CH3:45])[CH3:44]. The catalyst is C(Cl)(Cl)Cl.O. The product is [Cl:1][C:2]1[CH:8]=[C:7]([O:9][C:10]2[C:19]3[C:14](=[CH:15][C:16]([O:22][CH3:23])=[C:17]([O:20][CH3:21])[CH:18]=3)[N:13]=[CH:12][N:11]=2)[CH:6]=[CH:5][C:3]=1[NH:4][C:35]([NH:49][CH2:48][CH2:47][N:46]([CH:50]([CH3:52])[CH3:51])[CH:43]([CH3:45])[CH3:44])=[O:41]. The yield is 0.430. (3) The reactants are [Cl:1][C:2]1[C:3]([CH:14]=O)=[N:4][CH:5]=[C:6]([N:8]([CH:10]2[CH2:13][CH2:12][CH2:11]2)[CH3:9])[N:7]=1.[CH2:16]([NH:23][CH2:24][C@@H:25]([OH:29])[CH2:26][O:27][CH3:28])[C:17]1[CH:22]=[CH:21][CH:20]=[CH:19][CH:18]=1.C(O[BH-](OC(=O)C)OC(=O)C)(=O)C.[Na+].C(=O)([O-])O.[Na+]. The catalyst is C(#N)C.C(O)(=O)C. The product is [CH2:16]([N:23]([CH2:14][C:3]1[C:2]([Cl:1])=[N:7][C:6]([N:8]([CH:10]2[CH2:11][CH2:12][CH2:13]2)[CH3:9])=[CH:5][N:4]=1)[CH2:24][C@@H:25]([OH:29])[CH2:26][O:27][CH3:28])[C:17]1[CH:22]=[CH:21][CH:20]=[CH:19][CH:18]=1. The yield is 0.830. (4) The reactants are [NH2:1][C:2]1[CH:7]=[CH:6][C:5]([C:8]2[CH:13]=[CH:12][C:11]([Cl:14])=[CH:10][CH:9]=2)=[CH:4][C:3]=1[C:15]#[N:16].[N-:17]=[N+:18]=[N-:19].[Na+].Cl.C(N(CC)CC)C.Cl. The catalyst is C1(C)C=CC=CC=1.O. The product is [Cl:14][C:11]1[CH:12]=[CH:13][C:8]([C:5]2[CH:6]=[CH:7][C:2]([NH2:1])=[C:3]([C:15]3[NH:19][N:18]=[N:17][N:16]=3)[CH:4]=2)=[CH:9][CH:10]=1. The yield is 0.770. (5) The reactants are [N:1]1([C:10]2[CH:17]=[CH:16]C(C#N)=[CH:12][C:11]=2[C:18]([F:21])([F:20])[F:19])[C:5]2[CH2:6][CH2:7][CH2:8][CH2:9][C:4]=2[N:3]=[CH:2]1.[OH-:22].[Na+].[CH2:24]([OH:26])[CH3:25]. No catalyst specified. The product is [N:1]1([C:10]2[CH:17]=[CH:16][C:25]([C:24]([OH:22])=[O:26])=[CH:12][C:11]=2[C:18]([F:21])([F:20])[F:19])[C:5]2[CH2:6][CH2:7][CH2:8][CH2:9][C:4]=2[N:3]=[CH:2]1. The yield is 0.940. (6) The reactants are [Cl:1][C:2]1[CH:7]=[C:6]([Cl:8])[CH:5]=[CH:4][C:3]=1[C:9]1[CH:10]=[C:11]([CH:13]=[CH:14][CH:15]=1)N.[CH:16]([S:19][S:19][CH:16]([CH3:18])[CH3:17])([CH3:18])[CH3:17].N(OC(C)(C)C)=O. The catalyst is C(#N)C. The product is [Cl:1][C:2]1[CH:7]=[C:6]([Cl:8])[CH:5]=[CH:4][C:3]=1[C:9]1[CH:10]=[C:11]([S:19][CH:16]([CH3:18])[CH3:17])[CH:13]=[CH:14][CH:15]=1. The yield is 0.310. (7) The reactants are C(O[C:6]([N:8]1[CH2:13][CH2:12][N:11](C2C(=O)N(CC(C)C)N=C(C3C=CC(C)=C(F)C=3)C=2C)[CH2:10][CH2:9]1)=O)(C)(C)C.[CH2:34]([N:43]1[C:48](=[O:49])[C:47]([CH2:50]OS(C)(=O)=O)=[CH:46][C:45]([C:56]2[CH:61]=[CH:60][C:59]([F:62])=[C:58]([CH3:63])[CH:57]=2)=[N:44]1)[CH:35]=[CH:36][C:37]1[CH:42]=[CH:41][CH:40]=[CH:39][CH:38]=1.CN1CCNCC1. No catalyst specified. The product is [CH2:34]([N:43]1[C:48](=[O:49])[C:47]([CH2:50][N:11]2[CH2:12][CH2:13][N:8]([CH3:6])[CH2:9][CH2:10]2)=[CH:46][C:45]([C:56]2[CH:61]=[CH:60][C:59]([F:62])=[C:58]([CH3:63])[CH:57]=2)=[N:44]1)[CH:35]=[CH:36][C:37]1[CH:42]=[CH:41][CH:40]=[CH:39][CH:38]=1. The yield is 0.801.